Dataset: Peptide-MHC class II binding affinity with 134,281 pairs from IEDB. Task: Regression. Given a peptide amino acid sequence and an MHC pseudo amino acid sequence, predict their binding affinity value. This is MHC class II binding data. (1) The peptide sequence is GWYLVAATAAAATLR. The MHC is DRB3_0202 with pseudo-sequence DRB3_0202. The binding affinity (normalized) is 0.573. (2) The peptide sequence is GVTVDSIGMLPR. The MHC is DRB1_1101 with pseudo-sequence DRB1_1101. The binding affinity (normalized) is 0.0179.